This data is from Peptide-MHC class I binding affinity with 185,985 pairs from IEDB/IMGT. The task is: Regression. Given a peptide amino acid sequence and an MHC pseudo amino acid sequence, predict their binding affinity value. This is MHC class I binding data. (1) The MHC is HLA-A33:01 with pseudo-sequence HLA-A33:01. The peptide sequence is LSCTKNNSHH. The binding affinity (normalized) is 0. (2) The peptide sequence is ETAWPFFYA. The MHC is HLA-A02:01 with pseudo-sequence HLA-A02:01. The binding affinity (normalized) is 0.529. (3) The peptide sequence is GALDVSASV. The MHC is HLA-A68:02 with pseudo-sequence HLA-A68:02. The binding affinity (normalized) is 0.902. (4) The peptide sequence is LLVKLALITV. The MHC is HLA-A02:06 with pseudo-sequence HLA-A02:06. The binding affinity (normalized) is 0.386. (5) The peptide sequence is LVSECSKDF. The MHC is HLA-A26:01 with pseudo-sequence HLA-A26:01. The binding affinity (normalized) is 0.0847. (6) The peptide sequence is ERILSTYLGR. The MHC is HLA-B58:01 with pseudo-sequence HLA-B58:01. The binding affinity (normalized) is 0. (7) The peptide sequence is MTFPLHFRS. The MHC is HLA-A02:19 with pseudo-sequence HLA-A02:19. The binding affinity (normalized) is 0.0847. (8) The peptide sequence is YAQIQPHWI. The MHC is H-2-Kb with pseudo-sequence H-2-Kb. The binding affinity (normalized) is 0.0478. (9) The MHC is HLA-A02:06 with pseudo-sequence HLA-A02:06. The binding affinity (normalized) is 0.360. The peptide sequence is RRCPHHERC. (10) The peptide sequence is GADPNACDK. The MHC is HLA-A03:01 with pseudo-sequence HLA-A03:01. The binding affinity (normalized) is 0.0261.